This data is from Forward reaction prediction with 1.9M reactions from USPTO patents (1976-2016). The task is: Predict the product of the given reaction. The product is: [F:15][C:16]([F:23])([C:19]([F:22])([F:21])[F:20])[CH2:17][NH:18][C:2]1[CH:10]=[CH:9][C:8]([C:11]([F:14])([F:13])[F:12])=[CH:7][C:3]=1[C:4]([OH:6])=[O:5]. Given the reactants Cl[C:2]1[CH:10]=[CH:9][C:8]([C:11]([F:14])([F:13])[F:12])=[CH:7][C:3]=1[C:4]([OH:6])=[O:5].[F:15][C:16]([F:23])([C:19]([F:22])([F:21])[F:20])[CH2:17][NH2:18].C([O-])(=O)C.[K+].C(N(CC)CC)C, predict the reaction product.